Dataset: Catalyst prediction with 721,799 reactions and 888 catalyst types from USPTO. Task: Predict which catalyst facilitates the given reaction. Reactant: [C:1]([C:5]1[CH:10]=[CH:9][C:8]([CH2:11][CH2:12][C:13]([O:15]CC)=[O:14])=[CH:7][CH:6]=1)([CH3:4])([CH3:3])[CH3:2].[OH-].[Li+]. Product: [C:1]([C:5]1[CH:6]=[CH:7][C:8]([CH2:11][CH2:12][C:13]([OH:15])=[O:14])=[CH:9][CH:10]=1)([CH3:4])([CH3:2])[CH3:3]. The catalyst class is: 7.